Predict which catalyst facilitates the given reaction. From a dataset of Catalyst prediction with 721,799 reactions and 888 catalyst types from USPTO. (1) Reactant: [CH3:1][C:2]([CH:4]([CH3:6])[CH3:5])=O.Cl.[N+:8]([C:11]1[CH:12]=[C:13]([NH:17][NH2:18])[CH:14]=[CH:15][CH:16]=1)([O-:10])=[O:9].O.O.O.C([O-])(=O)C.[Na+]. Product: [N+:8]([C:11]1[CH:12]=[C:13]([NH:17]/[N:18]=[C:2](/[CH:4]([CH3:6])[CH3:5])\[CH3:1])[CH:14]=[CH:15][CH:16]=1)([O-:10])=[O:9]. The catalyst class is: 315. (2) Reactant: [CH3:1][O:2][C:3]([C:5]1[CH:14]=[CH:13][C:8]2[N:9]=[C:10]([NH2:12])[S:11][C:7]=2[CH:6]=1)=[O:4].C(N(C(C)C)CC)(C)C.[C:24]1([CH3:33])[CH:29]=[CH:28][C:27]([C:30](Cl)=[O:31])=[CH:26][CH:25]=1.CN(C1C=CC=CN=1)C.Cl. Product: [CH3:33][C:24]1[CH:29]=[CH:28][C:27]([C:30]([NH:12][C:10]2[S:11][C:7]3[CH:6]=[C:5]([C:3]([O:2][CH3:1])=[O:4])[CH:14]=[CH:13][C:8]=3[N:9]=2)=[O:31])=[CH:26][CH:25]=1. The catalyst class is: 54. (3) Reactant: [Br:1][C:2]1[CH:11]=[C:10]([OH:12])[C:9]([OH:13])=[CH:8][C:3]=1[C:4]([O:6][CH3:7])=[O:5].C(=O)([O-])[O-].[Cs+].[Cs+].Br[CH2:21][CH:22](Br)[CH2:23][CH3:24].C(OCC)(=O)C. Product: [Br:1][C:2]1[C:3]([C:4]([O:6][CH3:7])=[O:5])=[CH:8][C:9]2[O:13][CH:22]([CH2:23][CH3:24])[CH2:21][O:12][C:10]=2[CH:11]=1. The catalyst class is: 18. (4) Product: [Br:3][C:4]1[CH:9]=[CH:8][C:7]([C:10]([CH3:15])([CH3:11])[C:19]#[N:17])=[C:6]([F:13])[CH:5]=1. Reactant: [H-].[Na+].[Br:3][C:4]1[CH:9]=[CH:8][C:7]([CH2:10][C:11]#N)=[C:6]([F:13])[CH:5]=1.I[CH3:15].C[N:17]([CH:19]=O)C. The catalyst class is: 49. (5) Reactant: [C:1]1([NH:7][C:8]2[C:13]([NH2:14])=[CH:12][CH:11]=[CH:10][N:9]=2)[CH:6]=[CH:5][CH:4]=[CH:3][CH:2]=1.[C:15]([O:19][C:20]([NH:22][C@@H:23]([CH2:27][CH3:28])[C:24](O)=[O:25])=[O:21])([CH3:18])([CH3:17])[CH3:16].C1C=NC2N(O)N=NC=2C=1.Cl.CN(C)CCCN=C=NCC. Product: [C:15]([O:19][C:20](=[O:21])[NH:22][C@H:23]([C:24](=[O:25])[NH:14][C:13]1[C:8]([NH:7][C:1]2[CH:6]=[CH:5][CH:4]=[CH:3][CH:2]=2)=[N:9][CH:10]=[CH:11][CH:12]=1)[CH2:27][CH3:28])([CH3:16])([CH3:17])[CH3:18]. The catalyst class is: 347. (6) Reactant: C(N(CC)CC)C.Cl[C:9]1[CH:14]=[C:13]([Cl:15])[CH:12]=[CH:11][C:10]=1[N+:16]([O-:18])=[O:17].[C:19]([O:23][C:24]([N:26]1[CH2:31][CH2:30][NH:29][CH2:28][CH2:27]1)=[O:25])([CH3:22])([CH3:21])[CH3:20].O. Product: [C:19]([O:23][C:24]([N:26]1[CH2:31][CH2:30][N:29]([C:9]2[CH:14]=[C:13]([Cl:15])[CH:12]=[CH:11][C:10]=2[N+:16]([O-:18])=[O:17])[CH2:28][CH2:27]1)=[O:25])([CH3:22])([CH3:20])[CH3:21]. The catalyst class is: 16. (7) Reactant: [S:1]1[C:5]2[CH:6]=[CH:7][CH:8]=[C:9]([O:10][C:11]3[CH:16]=[CH:15][C:14]([NH:17][C:18]4[C:19]5[N:26]([CH2:27][CH2:28][NH:29][C:30](=[O:35])[C:31]([CH3:34])([CH3:33])[CH3:32])[CH:25]=[CH:24][C:20]=5[N:21]=[CH:22][N:23]=4)=[CH:13][C:12]=3[F:36])[C:4]=2[CH:3]=[N:2]1.[CH3:37][S:38]([OH:41])(=[O:40])=[O:39]. Product: [CH3:37][S:38]([OH:41])(=[O:40])=[O:39].[S:1]1[C:5]2[CH:6]=[CH:7][CH:8]=[C:9]([O:10][C:11]3[CH:16]=[CH:15][C:14]([NH:17][C:18]4[C:19]5[N:26]([CH2:27][CH2:28][NH:29][C:30](=[O:35])[C:31]([CH3:32])([CH3:34])[CH3:33])[CH:25]=[CH:24][C:20]=5[N:21]=[CH:22][N:23]=4)=[CH:13][C:12]=3[F:36])[C:4]=2[CH:3]=[N:2]1. The catalyst class is: 336. (8) Reactant: [Br:1][C:2]1[CH:3]=[C:4]([S:9]([N:12]2[CH2:16][CH2:15][CH2:14][CH2:13]2)(=[O:11])=[O:10])[CH:5]=[CH:6][C:7]=1F.[F:17][C:18]1[CH:23]=[C:22]([F:24])[CH:21]=[CH:20][C:19]=1[OH:25].C(=O)([O-])[O-].[Cs+].[Cs+].O. Product: [Br:1][C:2]1[CH:3]=[C:4]([S:9]([N:12]2[CH2:16][CH2:15][CH2:14][CH2:13]2)(=[O:11])=[O:10])[CH:5]=[CH:6][C:7]=1[O:25][C:19]1[CH:20]=[CH:21][C:22]([F:24])=[CH:23][C:18]=1[F:17]. The catalyst class is: 16. (9) Reactant: Cl.[Cl:2][C:3]1[CH:8]=[CH:7][N:6]=[C:5]([C:9](Cl)=[O:10])[CH:4]=1.[CH3:12][NH2:13]. Product: [Cl:2][C:3]1[CH:8]=[CH:7][N:6]=[C:5]([C:9]([NH:13][CH3:12])=[O:10])[CH:4]=1. The catalyst class is: 36. (10) Reactant: [CH2:1](Br)[CH:2]=[CH2:3].[CH3:5][N:6]([O:22][CH3:23])[C:7]([NH:9][C:10]([C:12]1[CH:13]=[N:14][CH:15]=[CH:16][C:17]=1[C:18]([F:21])([F:20])[F:19])=[O:11])=[O:8].C(=O)([O-])[O-].[K+].[K+].C(OCC)(=O)C. Product: [CH3:5][N:6]([O:22][CH3:23])[C:7]([N:9]([CH2:3][CH:2]=[CH2:1])[C:10]([C:12]1[CH:13]=[N:14][CH:15]=[CH:16][C:17]=1[C:18]([F:19])([F:20])[F:21])=[O:11])=[O:8]. The catalyst class is: 35.